From a dataset of Full USPTO retrosynthesis dataset with 1.9M reactions from patents (1976-2016). Predict the reactants needed to synthesize the given product. Given the product [Br:1][C:2]1[CH:3]=[CH:4][C:5]([CH2:9][OH:10])=[N:6][C:7]=1[CH3:8], predict the reactants needed to synthesize it. The reactants are: [Br:1][C:2]1[CH:3]=[CH:4][C:5]([CH:9]=[O:10])=[N:6][C:7]=1[CH3:8].CO.[BH4-].[Na+].O.